From a dataset of Full USPTO retrosynthesis dataset with 1.9M reactions from patents (1976-2016). Predict the reactants needed to synthesize the given product. (1) Given the product [N:12]1([CH2:17][CH2:18][CH2:19][NH:20][C:2]2[CH:3]=[N:4][CH:5]=[CH:6][C:7]=2[NH2:8])[CH2:16][CH2:15][CH2:14][CH2:13]1, predict the reactants needed to synthesize it. The reactants are: Br[C:2]1[CH:3]=[N+:4]([O-])[CH:5]=[CH:6][C:7]=1[N+:8]([O-])=O.[N:12]1([CH2:17][CH2:18][CH2:19][NH2:20])[CH2:16][CH2:15][CH2:14][CH2:13]1.C(=O)([O-])[O-].[K+].[K+]. (2) Given the product [CH2:1]([N:3]([CH3:18])[C:4]1[S:5][CH:6]2[O:12][CH:11]([C:13]([OH:15])=[O:14])[CH:10]([OH:16])[CH:9]([OH:17])[CH:7]2[N:8]=1)[CH3:2], predict the reactants needed to synthesize it. The reactants are: [CH2:1]([NH:3][C:4]1[S:5][C@H:6]2[O:12][C@H:11]([C:13]([OH:15])=[O:14])[C@@H:10]([OH:16])[C@H:9]([OH:17])[C@H:7]2[N:8]=1)[CH3:2].[C:18](=O)([O-])[O-].[K+].[K+].IC.